This data is from Rat liver microsome stability data. The task is: Regression/Classification. Given a drug SMILES string, predict its absorption, distribution, metabolism, or excretion properties. Task type varies by dataset: regression for continuous measurements (e.g., permeability, clearance, half-life) or binary classification for categorical outcomes (e.g., BBB penetration, CYP inhibition). Dataset: rlm. (1) The molecule is NS(=O)(=O)c1ccc(CNc2nc(NCC(F)(F)F)c3nc(-c4ccc(NC(=O)C5CC5)cc4)ccc3n2)cc1. The result is 0 (unstable in rat liver microsomes). (2) The drug is c1cn2cc(-c3ccc4c[nH]nc4c3)nc(Nc3ccc(N4CCOCC4)cc3)c2n1. The result is 0 (unstable in rat liver microsomes). (3) The molecule is O=C(NCCCc1ccccc1)c1cccnc1. The result is 0 (unstable in rat liver microsomes). (4) The drug is CC[C@H](Nc1nc(N)nc(C)c1C#N)c1nc2cccc(CCCCCC(=O)NO)c2c(=O)n1-c1ccccc1. The result is 0 (unstable in rat liver microsomes).